Dataset: Forward reaction prediction with 1.9M reactions from USPTO patents (1976-2016). Task: Predict the product of the given reaction. Given the reactants [H-].C([Al+]CC(C)C)C(C)C.[C:11]1([CH:17]([N:23]2[CH:27]=[C:26]([C:28]3[C:29]4[CH:36]=[CH:35][N:34]([CH2:37][O:38][CH2:39][CH2:40][Si:41]([CH3:44])([CH3:43])[CH3:42])[C:30]=4[N:31]=[CH:32][N:33]=3)[CH:25]=[N:24]2)[CH2:18][C:19](OC)=[O:20])[CH:16]=[CH:15][CH:14]=[CH:13][CH:12]=1.C(Cl)Cl, predict the reaction product. The product is: [C:11]1([CH:17]([N:23]2[CH:27]=[C:26]([C:28]3[C:29]4[CH:36]=[CH:35][N:34]([CH2:37][O:38][CH2:39][CH2:40][Si:41]([CH3:42])([CH3:44])[CH3:43])[C:30]=4[N:31]=[CH:32][N:33]=3)[CH:25]=[N:24]2)[CH2:18][CH2:19][OH:20])[CH:16]=[CH:15][CH:14]=[CH:13][CH:12]=1.